The task is: Predict the product of the given reaction.. This data is from Forward reaction prediction with 1.9M reactions from USPTO patents (1976-2016). (1) The product is: [CH:8](=[N:7]/[N:1]1[CH2:6][CH2:5][CH2:4][CH2:3][CH2:2]1)\[CH3:9]. Given the reactants [N:1]1([NH2:7])[CH2:6][CH2:5][CH2:4][CH2:3][CH2:2]1.[CH:8](=O)[CH3:9], predict the reaction product. (2) Given the reactants [Cl:1][C:2]1[CH:3]=[C:4]([CH:20]=[CH:21][C:22]=1[Cl:23])[CH2:5][N:6]1[C:14]2[C:9](=[CH:10][C:11]([NH2:15])=[CH:12][CH:13]=2)[CH:8]=[C:7]1[C:16]([O:18][CH3:19])=[O:17].[C:24](OC(=O)C)(=[O:26])[CH3:25], predict the reaction product. The product is: [C:24]([NH:15][C:11]1[CH:10]=[C:9]2[C:14](=[CH:13][CH:12]=1)[N:6]([CH2:5][C:4]1[CH:20]=[CH:21][C:22]([Cl:23])=[C:2]([Cl:1])[CH:3]=1)[C:7]([C:16]([O:18][CH3:19])=[O:17])=[CH:8]2)(=[O:26])[CH3:25]. (3) The product is: [CH3:9][N:10]([CH2:12][C:13]1[C:21]2[O:20][N:19]=[C:18]([CH2:22][CH2:23][CH:24]3[CH2:29][CH2:28][N:27]([CH2:7][CH:4]4[CH2:3][CH2:2][O:1][CH2:6][CH2:5]4)[CH2:26][CH2:25]3)[C:17]=2[CH:16]=[CH:15][C:14]=1[O:30][CH2:31][CH:32]1[CH2:33][CH2:34]1)[CH3:11]. Given the reactants [O:1]1[CH2:6][CH2:5][CH:4]([CH:7]=O)[CH2:3][CH2:2]1.[CH3:9][N:10]([CH2:12][C:13]1[C:21]2[O:20][N:19]=[C:18]([CH2:22][CH2:23][CH:24]3[CH2:29][CH2:28][NH:27][CH2:26][CH2:25]3)[C:17]=2[CH:16]=[CH:15][C:14]=1[O:30][CH2:31][CH:32]1[CH2:34][CH2:33]1)[CH3:11], predict the reaction product. (4) Given the reactants [F:1][C:2]1[CH:3]=[CH:4][C:5]([N+:9]([O-:11])=[O:10])=[C:6]([CH3:8])[CH:7]=1.BrN1C(=O)CCC1=O.C(OOC(=O)C1C=CC=CC=1)(=O)C1C=CC=CC=1.[NH:38]1[CH2:43][CH2:42][O:41][CH2:40][CH2:39]1.Cl, predict the reaction product. The product is: [F:1][C:2]1[CH:3]=[CH:4][C:5]([N+:9]([O-:11])=[O:10])=[C:6]([CH:7]=1)[CH2:8][N:38]1[CH2:43][CH2:42][O:41][CH2:40][CH2:39]1. (5) Given the reactants [CH:1]1([CH2:5][NH:6][CH:7]2[CH2:16][C:15]3[C:10](=[CH:11][CH:12]=[CH:13][C:14]=3[O:17][CH3:18])[O:9][CH2:8]2)[CH2:4][CH2:3][CH2:2]1.[F:19][C:20]1[CH:21]=[C:22]2[C:26](=[CH:27][CH:28]=1)[NH:25][CH:24]=[C:23]2[CH2:29][CH2:30][CH:31]=O.C(O)(=O)C.C([BH3-])#N.[Na+], predict the reaction product. The product is: [CH:1]1([CH2:5][N:6]([CH2:31][CH2:30][CH2:29][C:23]2[C:22]3[C:26](=[CH:27][CH:28]=[C:20]([F:19])[CH:21]=3)[NH:25][CH:24]=2)[CH:7]2[CH2:16][C:15]3[C:10](=[CH:11][CH:12]=[CH:13][C:14]=3[O:17][CH3:18])[O:9][CH2:8]2)[CH2:2][CH2:3][CH2:4]1. (6) The product is: [C:1]([N:4]([C:28]1[CH:29]=[CH:30][C:31]([Cl:34])=[CH:32][CH:33]=1)[C@H:5]1[C:14]2[C:9](=[CH:10][CH:11]=[CH:12][CH:13]=2)[N:8]([C:15]([C:17]2[CH:18]=[C:19]([CH:24]=[CH:25][CH:26]=2)[C:20]([OH:22])=[O:21])=[O:16])[C@@H:7]([CH3:27])[CH2:6]1)(=[O:3])[CH3:2]. Given the reactants [C:1]([N:4]([C:28]1[CH:33]=[CH:32][C:31]([Cl:34])=[CH:30][CH:29]=1)[C@H:5]1[C:14]2[C:9](=[CH:10][CH:11]=[CH:12][CH:13]=2)[N:8]([C:15]([C:17]2[CH:18]=[C:19]([CH:24]=[CH:25][CH:26]=2)[C:20]([O:22]C)=[O:21])=[O:16])[C@@H:7]([CH3:27])[CH2:6]1)(=[O:3])[CH3:2].[OH-].[Li+].O.CO, predict the reaction product. (7) Given the reactants [CH:1]([C:4]1[NH:8][N:7]=[C:6]([NH:9][C:10]2[C:11]3[CH2:26][CH2:25][CH2:24][C:12]=3[N:13]=[C:14]([N:16]3[CH2:20][CH2:19][CH2:18][C@H:17]3[C:21](O)=[O:22])[N:15]=2)[CH:5]=1)([CH3:3])[CH3:2].Cl.[CH3:28][N:29]1[CH2:33][CH2:32][C@H:31]([NH2:34])[CH2:30]1.CCN=C=NCCCN(C)C.Cl.C1C=CC2N(O)N=NC=2C=1.CCN(C(C)C)C(C)C, predict the reaction product. The product is: [CH:1]([C:4]1[NH:8][N:7]=[C:6]([NH:9][C:10]2[C:11]3[CH2:26][CH2:25][CH2:24][C:12]=3[N:13]=[C:14]([N:16]3[CH2:20][CH2:19][CH2:18][C@H:17]3[C:21]([NH:34][C@H:31]3[CH2:32][CH2:33][N:29]([CH3:28])[CH2:30]3)=[O:22])[N:15]=2)[CH:5]=1)([CH3:3])[CH3:2].